This data is from Full USPTO retrosynthesis dataset with 1.9M reactions from patents (1976-2016). The task is: Predict the reactants needed to synthesize the given product. (1) Given the product [CH3:1][O:2][C:3](=[O:17])[CH2:4][O:5][C:6]1[CH:11]=[CH:10][C:9]([O:12][CH2:13][C:14](=[S:20])[NH2:15])=[CH:8][C:7]=1[CH3:16], predict the reactants needed to synthesize it. The reactants are: [CH3:1][O:2][C:3](=[O:17])[CH2:4][O:5][C:6]1[CH:11]=[CH:10][C:9]([O:12][CH2:13][C:14]#[N:15])=[CH:8][C:7]=1[CH3:16].C(N)(=[S:20])C.Cl.C([O-])(O)=O.[Na+]. (2) Given the product [F:37][C:38]1([F:43])[CH2:42][CH2:41][N:40]([C:7]2[CH:12]=[CH:11][C:10]([N:13]3[CH:18]=[C:17]([O:19][CH3:20])[C:16](=[O:21])[C:15]([C:22]4[N:26]([C:27]5[CH:32]=[CH:31][CH:30]=[CH:29][CH:28]=5)[N:25]=[CH:24][CH:23]=4)=[N:14]3)=[C:9]([F:33])[CH:8]=2)[CH2:39]1, predict the reactants needed to synthesize it. The reactants are: FC(F)(F)S(O[C:7]1[CH:12]=[CH:11][C:10]([N:13]2[CH:18]=[C:17]([O:19][CH3:20])[C:16](=[O:21])[C:15]([C:22]3[N:26]([C:27]4[CH:32]=[CH:31][CH:30]=[CH:29][CH:28]=4)[N:25]=[CH:24][CH:23]=3)=[N:14]2)=[C:9]([F:33])[CH:8]=1)(=O)=O.Cl.[F:37][C:38]1([F:43])[CH2:42][CH2:41][NH:40][CH2:39]1.CC1(C)C2C(=C(P(C3C=CC=CC=3)C3C=CC=CC=3)C=CC=2)OC2C(P(C3C=CC=CC=3)C3C=CC=CC=3)=CC=CC1=2.CC([O-])(C)C.[Na+]. (3) Given the product [CH:36]12[O:39][CH:32]([CH2:38][CH2:37]1)[CH2:33][N:34]([CH2:22][C@@H:21]([N:12]1[C@H:13]([C:14]3[CH:19]=[CH:18][C:17]([Cl:20])=[CH:16][CH:15]=3)[C@@H:8]([C:4]3[CH:5]=[CH:6][CH:7]=[C:2]([Cl:1])[CH:3]=3)[CH2:9][C@@:10]([CH2:28][C:29]([OH:31])=[O:30])([CH3:27])[C:11]1=[O:26])[CH2:24][CH3:25])[CH2:35]2, predict the reactants needed to synthesize it. The reactants are: [Cl:1][C:2]1[CH:3]=[C:4]([C@@H:8]2[C@@H:13]([C:14]3[CH:19]=[CH:18][C:17]([Cl:20])=[CH:16][CH:15]=3)[N:12]([C@@H:21]([CH2:24][CH3:25])[CH:22]=O)[C:11](=[O:26])[C@:10]([CH2:28][C:29]([OH:31])=[O:30])([CH3:27])[CH2:9]2)[CH:5]=[CH:6][CH:7]=1.[CH:32]12[O:39][CH:36]([CH2:37][CH2:38]1)[CH2:35][NH:34][CH2:33]2.Cl.C(O[BH-](OC(=O)C)OC(=O)C)(=O)C.[Na+].C(O)(=O)C. (4) Given the product [CH2:1]([O:3][C:4]([C:6]1[N:7]=[CH:8][S:9][C:10]=1[CH3:11])=[O:5])[CH3:2], predict the reactants needed to synthesize it. The reactants are: [CH2:1]([O:3][C:4]([C:6]1[N:7]=[C:8](N)[S:9][C:10]=1[CH3:11])=[O:5])[CH3:2]. (5) Given the product [F:1][C:2]1[CH:20]=[CH:19][CH:18]=[CH:17][C:3]=1[CH2:4][O:5][C:6]1[CH:7]=[C:8]([CH:13]=[C:14]([OH:16])[CH:15]=1)[C:9]([OH:11])=[O:10], predict the reactants needed to synthesize it. The reactants are: [F:1][C:2]1[CH:20]=[CH:19][CH:18]=[CH:17][C:3]=1[CH2:4][O:5][C:6]1[CH:7]=[C:8]([CH:13]=[C:14]([OH:16])[CH:15]=1)[C:9]([O:11]C)=[O:10].[OH-].[Na+].Cl. (6) Given the product [F:26][C:27]1[CH:32]=[C:31]([C:2]2[N:6]([S:7]([C:10]3[CH:11]=[N:12][CH:13]=[CH:14][CH:15]=3)(=[O:9])=[O:8])[CH:5]=[C:4]([CH2:16][N:17]([CH3:25])[C:18](=[O:24])[O:19][C:20]([CH3:23])([CH3:22])[CH3:21])[CH:3]=2)[CH:30]=[CH:29][CH:28]=1, predict the reactants needed to synthesize it. The reactants are: Br[C:2]1[N:6]([S:7]([C:10]2[CH:11]=[N:12][CH:13]=[CH:14][CH:15]=2)(=[O:9])=[O:8])[CH:5]=[C:4]([CH2:16][N:17]([CH3:25])[C:18](=[O:24])[O:19][C:20]([CH3:23])([CH3:22])[CH3:21])[CH:3]=1.[F:26][C:27]1[CH:28]=[C:29](B(O)O)[CH:30]=[CH:31][CH:32]=1.C(=O)([O-])[O-].[Na+].[Na+]. (7) Given the product [Cl:15][C:16]1[CH:17]=[C:18]([N:19]2[C:11](=[O:13])[CH:12]=[C:8]([C:4]3[CH:5]=[CH:6][CH:7]=[C:2]([CH3:1])[CH:3]=3)[C:9]2=[O:14])[CH:20]=[CH:21][CH:22]=1, predict the reactants needed to synthesize it. The reactants are: [CH3:1][C:2]1[CH:3]=[C:4]([C:8]2[C:9](=[O:14])O[C:11](=[O:13])[CH:12]=2)[CH:5]=[CH:6][CH:7]=1.[Cl:15][C:16]1[CH:17]=[C:18]([CH:20]=[CH:21][CH:22]=1)[NH2:19].